This data is from Full USPTO retrosynthesis dataset with 1.9M reactions from patents (1976-2016). The task is: Predict the reactants needed to synthesize the given product. (1) Given the product [CH2:10]([N:2]([CH2:10][C:11]1[CH:16]=[CH:15][CH:14]=[CH:13][CH:12]=1)[CH2:3][CH2:4][C:5]([O:7][CH2:8][CH3:9])=[O:6])[C:11]1[CH:16]=[CH:15][CH:14]=[CH:13][CH:12]=1, predict the reactants needed to synthesize it. The reactants are: Cl.[NH2:2][CH2:3][CH2:4][C:5]([O:7][CH2:8][CH3:9])=[O:6].[CH2:10](Br)[C:11]1[CH:16]=[CH:15][CH:14]=[CH:13][CH:12]=1.C([O-])([O-])=O.[K+].[K+]. (2) Given the product [F:1][C:2]1[CH:3]=[CH:4][C:5]([I:19])=[C:6]([S:8][C:9]2[N:10]([CH2:31][CH2:30][CH2:29][C:28]#[CH:27])[C:11]3[CH:16]=[CH:15][N:14]=[C:13]([NH2:17])[C:12]=3[N:18]=2)[CH:7]=1, predict the reactants needed to synthesize it. The reactants are: [F:1][C:2]1[CH:3]=[CH:4][C:5]([I:19])=[C:6]([S:8][C:9]2[NH:10][C:11]3[CH:16]=[CH:15][N:14]=[C:13]([NH2:17])[C:12]=3[N:18]=2)[CH:7]=1.C([O-])([O-])=O.[Cs+].[Cs+].Cl[CH2:27][CH2:28][CH2:29][C:30]#[CH:31]. (3) Given the product [F:40][C:41]([F:49])([F:50])[C:42]1[CH:43]=[C:44]([CH:46]=[CH:47][CH:48]=1)[NH:45][C:2]1[N:11]=[CH:10][C:9]([CH2:12][C:13]2[CH:14]=[N:15][C:16]([OH:19])=[CH:17][CH:18]=2)=[C:8]2[C:3]=1[CH:4]=[CH:5][CH:6]=[N:7]2, predict the reactants needed to synthesize it. The reactants are: Cl[C:2]1[N:11]=[CH:10][C:9]([CH2:12][C:13]2[CH:14]=[N:15][C:16]([O:19]C)=[CH:17][CH:18]=2)=[C:8]2[C:3]=1[CH:4]=[CH:5][CH:6]=[N:7]2.ClC1N=CC(CC2C=NC(Cl)=CC=2)=C2C=1C=CC=N2.[F:40][C:41]([F:50])([F:49])[C:42]1[CH:43]=[C:44]([CH:46]=[CH:47][CH:48]=1)[NH2:45].Cl.O1CCOCC1. (4) The reactants are: [Cl:1][C:2]1[CH:3]=[C:4]2[NH:10][C:9]([C:11]3[CH:16]=[CH:15][N:14]=[C:13]([NH:17]C(=O)C)[CH:12]=3)=[C:8]([C:21]3[CH:26]=[CH:25][C:24]([O:27][CH3:28])=[C:23]([CH3:29])[N:22]=3)[C:5]2=[N:6][CH:7]=1.C(O)(C(F)(F)F)=O.CCCCCCCCCCCCOS([O-])(=O)=O.[Na+]. Given the product [Cl:1][C:2]1[CH:3]=[C:4]2[NH:10][C:9]([C:11]3[CH:16]=[CH:15][N:14]=[C:13]([NH2:17])[CH:12]=3)=[C:8]([C:21]3[CH:26]=[CH:25][C:24]([O:27][CH3:28])=[C:23]([CH3:29])[N:22]=3)[C:5]2=[N:6][CH:7]=1, predict the reactants needed to synthesize it. (5) Given the product [CH3:1][C:2]1[C:7]([CH3:8])=[CH:6][C:5]([CH3:9])=[CH:4][C:3]=1[O:10][C:21]([CH3:20])([CH3:22])[C:11]([OH:14])=[O:13], predict the reactants needed to synthesize it. The reactants are: [CH3:1][C:2]1[C:7]([CH3:8])=[CH:6][C:5]([CH3:9])=[CH:4][C:3]=1[OH:10].[C:11]([O:14]CC)(=[O:13])C.CCC[CH2:20][CH2:21][CH3:22].